Task: Regression. Given two drug SMILES strings and cell line genomic features, predict the synergy score measuring deviation from expected non-interaction effect.. Dataset: Merck oncology drug combination screen with 23,052 pairs across 39 cell lines (1) Drug 1: O=C(NOCC(O)CO)c1ccc(F)c(F)c1Nc1ccc(I)cc1F. Drug 2: COC1CC2CCC(C)C(O)(O2)C(=O)C(=O)N2CCCCC2C(=O)OC(C(C)CC2CCC(OP(C)(C)=O)C(OC)C2)CC(=O)C(C)C=C(C)C(O)C(OC)C(=O)C(C)CC(C)C=CC=CC=C1C. Cell line: LNCAP. Synergy scores: synergy=-4.55. (2) Drug 1: CN(Cc1cnc2nc(N)nc(N)c2n1)c1ccc(C(=O)NC(CCC(=O)O)C(=O)O)cc1. Drug 2: O=C(NOCC(O)CO)c1ccc(F)c(F)c1Nc1ccc(I)cc1F. Cell line: NCIH520. Synergy scores: synergy=-1.36.